This data is from HIV replication inhibition screening data with 41,000+ compounds from the AIDS Antiviral Screen. The task is: Binary Classification. Given a drug SMILES string, predict its activity (active/inactive) in a high-throughput screening assay against a specified biological target. (1) The compound is NC(=O)C(=O)c1ncn(Cc2ccccc2)c1N. The result is 0 (inactive). (2) The molecule is COC(=O)CCC(=O)Nc1cc(Cl)ccc1Cl. The result is 0 (inactive). (3) The molecule is O=Nc1ccc(O)c(Cl)c1. The result is 0 (inactive). (4) The drug is CC1(Cl)CCC2(CC1Br)C(C)(C)C(Br)=CC1OC12C. The result is 0 (inactive).